From a dataset of Merck oncology drug combination screen with 23,052 pairs across 39 cell lines. Regression. Given two drug SMILES strings and cell line genomic features, predict the synergy score measuring deviation from expected non-interaction effect. (1) Cell line: SKMEL30. Synergy scores: synergy=21.2. Drug 1: CN(C)C(=N)N=C(N)N. Drug 2: COC1CC2CCC(C)C(O)(O2)C(=O)C(=O)N2CCCCC2C(=O)OC(C(C)CC2CCC(OP(C)(C)=O)C(OC)C2)CC(=O)C(C)C=C(C)C(O)C(OC)C(=O)C(C)CC(C)C=CC=CC=C1C. (2) Drug 1: O=S1(=O)NC2(CN1CC(F)(F)F)C1CCC2Cc2cc(C=CCN3CCC(C(F)(F)F)CC3)ccc2C1. Drug 2: O=P1(N(CCCl)CCCl)NCCCO1. Cell line: UACC62. Synergy scores: synergy=-8.23. (3) Drug 1: Nc1ccn(C2OC(CO)C(O)C2(F)F)c(=O)n1. Drug 2: COC1CC2CCC(C)C(O)(O2)C(=O)C(=O)N2CCCCC2C(=O)OC(C(C)CC2CCC(OP(C)(C)=O)C(OC)C2)CC(=O)C(C)C=C(C)C(O)C(OC)C(=O)C(C)CC(C)C=CC=CC=C1C. Cell line: NCIH23. Synergy scores: synergy=-12.6. (4) Drug 1: N#Cc1ccc(Cn2cncc2CN2CCN(c3cccc(Cl)c3)C(=O)C2)cc1. Drug 2: C#Cc1cccc(Nc2ncnc3cc(OCCOC)c(OCCOC)cc23)c1. Cell line: ES2. Synergy scores: synergy=7.09. (5) Drug 1: N.N.O=C(O)C1(C(=O)O)CCC1.[Pt]. Drug 2: CCN(CC)CCNC(=O)c1c(C)[nH]c(C=C2C(=O)Nc3ccc(F)cc32)c1C. Cell line: KPL1. Synergy scores: synergy=11.0. (6) Drug 1: C=CCn1c(=O)c2cnc(Nc3ccc(N4CCN(C)CC4)cc3)nc2n1-c1cccc(C(C)(C)O)n1. Drug 2: NC(=O)c1cccc2cn(-c3ccc(C4CCCNC4)cc3)nc12. Cell line: OCUBM. Synergy scores: synergy=73.2. (7) Drug 1: CC1CC2C3CCC4=CC(=O)C=CC4(C)C3(F)C(O)CC2(C)C1(O)C(=O)CO. Drug 2: O=C(NOCC(O)CO)c1ccc(F)c(F)c1Nc1ccc(I)cc1F. Cell line: NCIH1650. Synergy scores: synergy=9.11. (8) Drug 1: O=c1[nH]cc(F)c(=O)[nH]1. Drug 2: Cn1nnc2c(C(N)=O)ncn2c1=O. Cell line: RKO. Synergy scores: synergy=-9.32. (9) Drug 1: CN(C)C(=N)N=C(N)N. Drug 2: CNC(=O)c1cc(Oc2ccc(NC(=O)Nc3ccc(Cl)c(C(F)(F)F)c3)cc2)ccn1. Cell line: NCIH1650. Synergy scores: synergy=4.56.